From a dataset of Forward reaction prediction with 1.9M reactions from USPTO patents (1976-2016). Predict the product of the given reaction. (1) The product is: [CH3:1][C:2]1([CH3:33])[CH2:3][CH2:4][CH:5]([N:8]([CH2:16][C:17]2[CH:22]=[CH:21][C:20]([C:23]3[CH:28]=[CH:27][CH:26]=[C:25]([C:29]([OH:31])=[O:30])[CH:24]=3)=[CH:19][CH:18]=2)[C:9]([O:11][C:12]([CH3:13])([CH3:14])[CH3:15])=[O:10])[CH2:6][CH2:7]1. Given the reactants [CH3:1][C:2]1([CH3:33])[CH2:7][CH2:6][CH:5]([N:8]([CH2:16][C:17]2[CH:22]=[CH:21][C:20]([C:23]3[CH:28]=[CH:27][CH:26]=[C:25]([C:29]([O:31]C)=[O:30])[CH:24]=3)=[CH:19][CH:18]=2)[C:9]([O:11][C:12]([CH3:15])([CH3:14])[CH3:13])=[O:10])[CH2:4][CH2:3]1.O[Li].O.O, predict the reaction product. (2) The product is: [CH3:1][C:2]1[C:7]([NH:8][C:30]([C:20]2[C:29]3[C:24](=[CH:25][CH:26]=[CH:27][CH:28]=3)[CH:23]=[CH:22][CH:21]=2)=[O:31])=[CH:6][CH:5]=[C:4]([N:9]2[CH2:13][CH2:12][C@H:11]([N:14]3[CH2:18][CH2:17][CH2:16][C@@H:15]3[CH3:19])[CH2:10]2)[N:3]=1. Given the reactants [CH3:1][C:2]1[C:7]([NH2:8])=[CH:6][CH:5]=[C:4]([N:9]2[CH2:13][CH2:12][C@H:11]([N:14]3[CH2:18][CH2:17][CH2:16][C@@H:15]3[CH3:19])[CH2:10]2)[N:3]=1.[C:20]1([C:30](Cl)=[O:31])[C:29]2[C:24](=[CH:25][CH:26]=[CH:27][CH:28]=2)[CH:23]=[CH:22][CH:21]=1, predict the reaction product. (3) Given the reactants [CH3:1][O:2][C:3](=[O:20])[C:4]1[CH:9]=[CH:8][C:7]([NH:10][C:11]2[CH:16]=[CH:15][C:14]([C:17]#[N:18])=[CH:13][C:12]=2[NH2:19])=[CH:6][CH:5]=1.[C:21](Cl)(=[O:23])[CH3:22].C([O-])([O-])=O.[K+].[K+], predict the reaction product. The product is: [CH3:1][O:2][C:3](=[O:20])[C:4]1[CH:5]=[CH:6][C:7]([NH:10][C:11]2[CH:16]=[CH:15][C:14]([C:17]#[N:18])=[CH:13][C:12]=2[NH:19][C:21](=[O:23])[CH3:22])=[CH:8][CH:9]=1. (4) Given the reactants [CH3:1][O:2][CH2:3][CH2:4][O:5][CH2:6][CH2:7][O:8][C:9]1[CH:14]=[CH:13][CH:12]=[CH:11][C:10]=1[C:15]1[CH:19]=[CH:18][S:17][CH:16]=1.[Br:20]N1C(=O)CCC1=O, predict the reaction product. The product is: [Br:20][C:16]1[S:17][CH:18]=[CH:19][C:15]=1[C:10]1[CH:11]=[CH:12][CH:13]=[CH:14][C:9]=1[O:8][CH2:7][CH2:6][O:5][CH2:4][CH2:3][O:2][CH3:1]. (5) Given the reactants [OH:1][C:2]1[CH:7]=[CH:6][CH:5]=[C:4]([OH:8])[C:3]=1[C:9](=[O:11])[CH3:10].[OH:12][C:13]1[CH:14]=[C:15]([CH:18]=[CH:19][C:20]=1[O:21][CH3:22])[CH:16]=O.C(=O)([O-])[O-].[K+].[K+].COCCl.OC1C=CC=C(OCOC)C=1C(=O)C.COC1C=CC(C=O)=CC=1OCOC, predict the reaction product. The product is: [OH:1][C:2]1[CH:7]=[CH:6][CH:5]=[C:4]2[C:3]=1[C:9](=[O:11])[CH2:10][CH:16]([C:15]1[CH:18]=[CH:19][C:20]([O:21][CH3:22])=[C:13]([OH:12])[CH:14]=1)[O:8]2. (6) Given the reactants [C:1]([O:5][C:6]([N:8]1[CH2:14][CH2:13][C:12]2[CH:15]=[CH:16][C:17]([NH2:19])=[CH:18][C:11]=2[CH2:10][CH2:9]1)=[O:7])([CH3:4])([CH3:3])[CH3:2].[I+:20](Cl)Cl.C([N+](C)(C)C)C1C=CC=CC=1.C(=O)([O-])[O-].[Ca+2], predict the reaction product. The product is: [C:1]([O:5][C:6]([N:8]1[CH2:14][CH2:13][C:12]2[CH:15]=[C:16]([I:20])[C:17]([NH2:19])=[CH:18][C:11]=2[CH2:10][CH2:9]1)=[O:7])([CH3:4])([CH3:2])[CH3:3]. (7) Given the reactants [CH2:1]([O:8][C:9]1[C:20]([O:21][CH3:22])=[CH:19][C:12]([C:13]([O:15][CH:16]([CH3:18])[CH3:17])=[O:14])=[C:11]([C:23](=[O:31])[C:24]2[CH:29]=[CH:28][CH:27]=[CH:26][C:25]=2Br)[CH:10]=1)[C:2]1[CH:7]=[CH:6][CH:5]=[CH:4][CH:3]=1.[Cu][C:33]#[N:34], predict the reaction product. The product is: [CH2:1]([O:8][C:9]1[C:20]([O:21][CH3:22])=[CH:19][C:12]([C:13]([O:15][CH:16]([CH3:18])[CH3:17])=[O:14])=[C:11]([C:23](=[O:31])[C:24]2[CH:29]=[CH:28][CH:27]=[CH:26][C:25]=2[C:33]#[N:34])[CH:10]=1)[C:2]1[CH:7]=[CH:6][CH:5]=[CH:4][CH:3]=1.